This data is from Experimentally validated miRNA-target interactions with 360,000+ pairs, plus equal number of negative samples. The task is: Binary Classification. Given a miRNA mature sequence and a target amino acid sequence, predict their likelihood of interaction. (1) The miRNA is hsa-miR-181a-5p with sequence AACAUUCAACGCUGUCGGUGAGU. The protein sequence of the target gene is MASPDRSKRKILKAKKTMPLSCRKQVEMLNKSRNVEALKTAIGSNVPSGNQSFSPSVITRTTEITKCSPSENGASSLDSNKNSISEKSKVFSQNCIKPVEEIVHSETKLEQVVCSYQKPSRTTESPSRVFTEEAKDSLNTSENDSEHQTNVTRSLFEHEGACSLKSSCCPPSVLSGVVQMPESTVTSTVGDKKTDQMVFHLETNSNSESHDKRQSDNILCSEDSGFVPVEKTPNLVNSVTSNNCADDILKTDECSRTSISNCESADSTWQSSLDTNNNSHYQKKRMFSENEENVKRMKTS.... Result: 1 (interaction). (2) The miRNA is cel-miR-62 with sequence UGAUAUGUAAUCUAGCUUACAG. The protein sequence of the target gene is MDEQALLGLNPNADSDFRQRALAYFEQLKISPDAWQVCAEALAQRTYSDDHVKFFCFQVLEHQVKYKYSELTTVQQQLIRETLISWLQAQMLNPQPEKTFIRNKAAQVFALLFVTEYLTKWPKFFFDILSVVDLNPRGVDLYLRILMAIDSELVDRDVVHTSEEARRNTLIKDTMREQCIPNLVESWYQILQNYQFTNSEVTCQCLEVVGAYVSWIDLSLIANDRFINMLLGHMSIEVLREEACDCLFEVVNKGMDPVDKMKLVESLCQVLQSAGFFSIDQEEDVDFLARFSKLVNGMGQ.... Result: 0 (no interaction). (3) The miRNA is mmu-miR-467b-5p with sequence GUAAGUGCCUGCAUGUAUAUG. The protein sequence of the target gene is MSSSPLSKKRRVSGPDPKPGSNCSPAQSALSEVSSVPTNGMAKNGSEADIDESLYSRQLYVLGHEAMKMLQTSSVLVSGLRGLGVEIAKNIILGGVKAVTLHDQGTTQWADLSSQFYLREEDIGKNRAEVSQPRLAELNSYVPVTAYTGPLVEDFLSSFQVVVLTNSPLEAQLRVGEFCHSRGIKLVVADTRGLFGQLFCDFGEEMVLTDSNGEQPLSAMVSMVTKDNPGVVTCLDEARHGFETGDFVSFSEVQGMIQLNGCQPMEIKVLGPYTFSICDTSNFSDYIRGGIVSQVKVPKK.... Result: 0 (no interaction). (4) The miRNA is hsa-miR-6869-5p with sequence GUGAGUAGUGGCGCGCGGCGGC. The protein sequence of the target gene is MLLELSEEHKEHLAFLPQVDSAVVAEFGRIAVEFLRRGANPKIYEGAARKLNVSSDTVQHGVEGLTYLLTESSKLMISELDFQDSVFVLGFSEELNKLLLQLYLDNRKEIRTILSELAPSLPSYHNLEWRLDVQLASRSLRQQIKPAVTIKLHLNQNGDHNTKVLQTDPATLLHLVQQLEQALEEMKTNHCRRVVRNIK. Result: 1 (interaction). (5) Result: 0 (no interaction). The miRNA is hsa-miR-106b-5p with sequence UAAAGUGCUGACAGUGCAGAU. The protein sequence of the target gene is MELAHSLLLNEEALAQITEAKRPVFIFEWLRFLDKVLVAANKTDVKEKQKKLVEQLTGLISSSPGPPTRKLLAKNLAALYSIGDTFTVFQTLDKCNDIIRNKDDTAAYLPTKLAAVACVGAFYEKMGRMLGSAFPETVNNLLKSLKSAESQGRSEILMSLQKVLSGLGGAAASSHRDIYKNARSLLTDRSMAVRCAVAKCLLELQNEAVFMWTAELENIATLCFKALENSNYGVRVAVSKLLGTVMATALMPKQATVMRQNVKRATFDEVLELMATGFLRGGSGFLKSGGEMLKVGGSVN.... (6) The miRNA is hsa-miR-3182 with sequence GCUUCUGUAGUGUAGUC. The protein sequence of the target gene is MTVATGDPVDEAAALPGHPQDTYDPEADHECCERVVINISGLRFETQLKTLAQFPETLLGDPKKRMRYFDPLRNEYFFDRNRPSFDAILYYYQSGGRLRRPVNVPLDIFSEEIRFYELGEEAMEMFREDEGYIKEEERPLPENEFQRQVWLLFEYPESSGPARIIAIVSVMVILISIVSFCLETLPIFRDENEDMHGGGVTFHTYSNSTIGYQQSTSFTDPFFIVETLCIIWFSFEFLVRFFACPSKAGFFTNIMNIIDIVAIIPYFITLGTELAEKPEDAQQGQQAMSLAILRVIRLVR.... Result: 0 (no interaction).